This data is from Peptide-MHC class II binding affinity with 134,281 pairs from IEDB. The task is: Regression. Given a peptide amino acid sequence and an MHC pseudo amino acid sequence, predict their binding affinity value. This is MHC class II binding data. (1) The peptide sequence is YNNNEAFKVENGSAA. The MHC is HLA-DPA10201-DPB10501 with pseudo-sequence HLA-DPA10201-DPB10501. The binding affinity (normalized) is 0. (2) The peptide sequence is WITQCFLPVFLAQPPSGQRR. The MHC is HLA-DQA10401-DQB10402 with pseudo-sequence HLA-DQA10401-DQB10402. The binding affinity (normalized) is 0.465. (3) The peptide sequence is ICGIVYWMRRHTQKAPKRIRLPHIRED. The MHC is DRB1_0301 with pseudo-sequence DRB1_0301. The binding affinity (normalized) is 0.316.